From a dataset of Full USPTO retrosynthesis dataset with 1.9M reactions from patents (1976-2016). Predict the reactants needed to synthesize the given product. (1) The reactants are: C([O:3][C:4](=[O:26])[CH2:5][CH:6]1[O:10][B:9]([OH:11])[C:8]2[CH:12]=[C:13]([O:17][C:18]3[C:23]([C:24]#N)=[N:22][CH:21]=[CH:20][N:19]=3)[CH:14]=[C:15]([CH3:16])[C:7]1=2)C.[OH-:27].[Na+].Cl.[OH2:30]. Given the product [C:4]([CH2:5][CH:6]1[O:10][B:9]([OH:11])[C:8]2[CH:12]=[C:13]([O:17][C:18]3[C:23]([C:24]([OH:30])=[O:27])=[N:22][CH:21]=[CH:20][N:19]=3)[CH:14]=[C:15]([CH3:16])[C:7]1=2)([OH:3])=[O:26], predict the reactants needed to synthesize it. (2) Given the product [CH3:26][C:24]1[CH:25]=[C:20]([O:19][C:13]2[C:12]3[C:17](=[CH:18][C:9]([OH:8])=[C:10]([O:34][CH3:35])[CH:11]=3)[N:16]=[CH:15][CH:14]=2)[C:21]([C:28]2[CH:33]=[CH:32][CH:31]=[CH:30][N:29]=2)=[N:22][C:23]=1[CH3:27], predict the reactants needed to synthesize it. The reactants are: C([O:8][C:9]1[CH:18]=[C:17]2[C:12]([C:13]([O:19][C:20]3[C:21]([C:28]4[CH:33]=[CH:32][CH:31]=[CH:30][N:29]=4)=[N:22][C:23]([CH3:27])=[C:24]([CH3:26])[CH:25]=3)=[CH:14][CH:15]=[N:16]2)=[CH:11][C:10]=1[O:34][CH3:35])C1C=CC=CC=1.CS(O)(=O)=O. (3) Given the product [CH3:1][O:2][C:3]1[CH:14]=[CH:13][C:6]([C:7](=[O:8])[CH2:16][CH3:17])=[CH:5][C:4]=1[CH3:15], predict the reactants needed to synthesize it. The reactants are: [CH3:1][O:2][C:3]1[CH:14]=[CH:13][C:6]([C:7](N(OC)C)=[O:8])=[CH:5][C:4]=1[CH3:15].[CH2:16]([Mg]Br)[CH3:17].[Cl-].[NH4+]. (4) Given the product [C:1]([O:9][C:10]1[C:11](=[O:40])[N:12]([CH3:39])[CH:13]=[C:14]([CH2:19][CH2:20][O:21][Si:22]([C:35]([CH3:36])([CH3:38])[CH3:37])([C:23]2[CH:24]=[CH:25][CH:26]=[CH:27][CH:28]=2)[C:29]2[CH:30]=[CH:31][CH:32]=[CH:33][CH:34]=2)[C:15]=1[C:16](=[O:18])[NH:80][CH2:79][C:78]1[CH:81]=[CH:82][CH:83]=[C:76]([Cl:75])[CH:77]=1)(=[O:8])[C:2]1[CH:3]=[CH:4][CH:5]=[CH:6][CH:7]=1, predict the reactants needed to synthesize it. The reactants are: [C:1]([O:9][C:10]1[C:11](=[O:40])[N:12]([CH3:39])[CH:13]=[C:14]([CH2:19][CH2:20][O:21][Si:22]([C:35]([CH3:38])([CH3:37])[CH3:36])([C:29]2[CH:34]=[CH:33][CH:32]=[CH:31][CH:30]=2)[C:23]2[CH:28]=[CH:27][CH:26]=[CH:25][CH:24]=2)[C:15]=1[C:16]([OH:18])=O)(=[O:8])[C:2]1[CH:7]=[CH:6][CH:5]=[CH:4][CH:3]=1.O.ON1C2C=CC=CC=2N=N1.Cl.C(N=C=NCCCN(C)C)C.CCN=C=NCCCN(C)C.[Cl:75][C:76]1[CH:77]=[C:78]([CH:81]=[CH:82][CH:83]=1)[CH2:79][NH2:80]. (5) Given the product [CH2:44]1[C:40]2([CH2:45][CH2:46][CH2:47][NH:38][CH2:39]2)[CH2:41][CH2:42][N:43]1[C:2]1[CH:3]=[C:4]([C:8]2[N:9]=[C:10]3[C:16]([C:17](=[O:22])[C:18]([CH3:20])([CH3:19])[CH3:21])=[CH:15][NH:14][C:11]3=[N:12][CH:13]=2)[CH:5]=[CH:6][CH:7]=1, predict the reactants needed to synthesize it. The reactants are: I[C:2]1[CH:3]=[C:4]([C:8]2[N:9]=[C:10]3[C:16]([C:17](=[O:22])[C:18]([CH3:21])([CH3:20])[CH3:19])=[CH:15][N:14](COCC[Si](C)(C)C)[C:11]3=[N:12][CH:13]=2)[CH:5]=[CH:6][CH:7]=1.C(OC([N:38]1[CH2:47][CH2:46][CH2:45][C:40]2([CH2:44][NH:43][CH2:42][CH2:41]2)[CH2:39]1)=O)(C)(C)C.